From a dataset of Catalyst prediction with 721,799 reactions and 888 catalyst types from USPTO. Predict which catalyst facilitates the given reaction. (1) Reactant: [NH2:1][CH:2]1[CH2:10][CH:9]2[N:5]([CH2:6][CH2:7][CH2:8]2)[CH2:4][CH2:3]1.[CH:11]([C:13]1[CH:18]=[CH:17][N:16]=[CH:15][CH:14]=1)=O.S([O-])([O-])(=O)=O.[Mg+2]. Product: [N:16]1[CH:17]=[CH:18][C:13]([CH:11]=[N:1][CH:2]2[CH2:10][CH:9]3[N:5]([CH2:6][CH2:7][CH2:8]3)[CH2:4][CH2:3]2)=[CH:14][CH:15]=1. The catalyst class is: 11. (2) Reactant: [CH2:1]([NH:7][S:8]([C:11]1[C:16]([Cl:17])=[CH:15][CH:14]=[C:13]([N+:18]([O-])=O)[C:12]=1[OH:21])(=[O:10])=[O:9])[C@@H:2]1[O:6][CH2:5][CH2:4][CH2:3]1.[H][H]. Product: [CH2:1]([NH:7][S:8]([C:11]1[C:16]([Cl:17])=[CH:15][CH:14]=[C:13]([NH2:18])[C:12]=1[OH:21])(=[O:9])=[O:10])[C@@H:2]1[O:6][CH2:5][CH2:4][CH2:3]1. The catalyst class is: 45. (3) Reactant: Cl[CH:2]1[C:7]([O:8][C:9]2[CH:14]=[C:13]([Br:15])[CH:12]=[C:11]([Br:16])[CH:10]=2)=[C:6]([C:17]([F:20])([F:19])[F:18])[CH:5]=[CH:4][NH:3]1.[OH-:21].[K+]. Product: [Br:16][C:11]1[CH:10]=[C:9]([CH:14]=[C:13]([Br:15])[CH:12]=1)[O:8][C:7]1[C:2](=[O:21])[NH:3][CH:4]=[CH:5][C:6]=1[C:17]([F:20])([F:19])[F:18]. The catalyst class is: 107. (4) Reactant: [CH3:1][C:2]([CH3:38])([CH2:7][O:8][C:9]1[CH:14]=[CH:13][C:12]([C:15]2[CH:20]=[CH:19][C:18]([C:21]3[N:22]([CH2:30][O:31][CH2:32][CH2:33][Si:34]([CH3:37])([CH3:36])[CH3:35])[CH:23]=[C:24]([C:26]([F:29])([F:28])[F:27])[N:25]=3)=[CH:17][CH:16]=2)=[CH:11][N:10]=1)[C:3]([O:5]C)=[O:4].[OH-].[Na+].Cl.C(OCC)(=O)C. Product: [CH3:1][C:2]([CH3:38])([CH2:7][O:8][C:9]1[CH:14]=[CH:13][C:12]([C:15]2[CH:16]=[CH:17][C:18]([C:21]3[N:22]([CH2:30][O:31][CH2:32][CH2:33][Si:34]([CH3:36])([CH3:35])[CH3:37])[CH:23]=[C:24]([C:26]([F:29])([F:27])[F:28])[N:25]=3)=[CH:19][CH:20]=2)=[CH:11][N:10]=1)[C:3]([OH:5])=[O:4]. The catalyst class is: 823.